From a dataset of Forward reaction prediction with 1.9M reactions from USPTO patents (1976-2016). Predict the product of the given reaction. (1) Given the reactants [CH2:1]([C:3]1[C:4]([O:25][C@H:26]2[C@@H:31]3[O:32]C(=O)[O:34][C@@H:30]3[C@@H:29]([O:36][CH3:37])[C:28]([CH3:39])([CH3:38])[O:27]2)=[CH:5][CH:6]=[C:7]2[C:12]=1[O:11][C:10](=[O:13])[C:9]([NH:14][C:15](=[O:24])OCC1C=CC=CC=1)=[CH:8]2)[CH3:2].CCN=C=NCCCN(C)C.[NH:51]1[C:59]2[C:54](=[CH:55][CH:56]=[CH:57][CH:58]=2)[CH:53]=[C:52]1C(O)=O.C(=O)([O-])[O-], predict the reaction product. The product is: [OH:32][C@@H:31]1[C@H:30]([OH:34])[C@@H:29]([O:36][CH3:37])[C:28]([CH3:39])([CH3:38])[O:27][C@H:26]1[O:25][C:4]1[C:3]([CH2:1][CH3:2])=[C:12]2[C:7]([CH:8]=[C:9]([NH:14][C:15]([C:52]3[NH:51][C:59]4[C:54]([CH:53]=3)=[CH:55][CH:56]=[CH:57][CH:58]=4)=[O:24])[C:10](=[O:13])[O:11]2)=[CH:6][CH:5]=1. (2) Given the reactants [OH:1][CH:2]1[CH2:7][CH2:6][C:5](=[O:8])[CH2:4][CH2:3]1.[O:9]1[CH:14]=[CH:13][CH2:12][CH2:11][CH2:10]1.C1(C)C=CC(S(O)(=O)=O)=CC=1, predict the reaction product. The product is: [O:9]1[CH2:14][CH2:13][CH2:12][CH2:11][CH:10]1[O:8][CH:5]1[CH2:6][CH2:7][C:2](=[O:1])[CH2:3][CH2:4]1. (3) The product is: [NH2:1][C:2]1[C:3]2[N:4]([C:8]([C@@H:26]3[CH2:31][CH2:30][CH2:29][CH2:28][N:27]3[C:32](=[O:36])[C:33]#[C:34][CH3:35])=[N:9][C:10]=2[C:11]2[CH:12]=[CH:13][C:14]([C:15]([NH:17][C:18]3[CH:23]=[CH:22][N:21]=[CH:20][N:19]=3)=[O:16])=[CH:24][CH:25]=2)[CH:5]=[CH:6][N:7]=1. Given the reactants [NH2:1][C:2]1[C:3]2[N:4]([C:8]([C@@H:26]3[CH2:31][CH2:30][CH2:29][CH2:28][NH:27]3)=[N:9][C:10]=2[C:11]2[CH:25]=[CH:24][C:14]([C:15]([NH:17][C:18]3[CH:23]=[CH:22][N:21]=[CH:20][N:19]=3)=[O:16])=[CH:13][CH:12]=2)[CH:5]=[CH:6][N:7]=1.[C:32](O)(=[O:36])[C:33]#[C:34][CH3:35], predict the reaction product.